Predict the reaction yield, written as a fraction of the theoretical maximum amount of product (1.0 means a 100% yield; for example, 0.34 means a 34% yield). From a dataset of Reaction yield outcomes from USPTO patents with 853,638 reactions. (1) The reactants are [CH:1]([C:4]1[CH:9]=[CH:8][CH:7]=[CH:6][N+:5]=1[O-])([CH3:3])[CH3:2].[C:11]([Si](C)(C)C)#[N:12].C(N(CC)C(Cl)=O)C.C(=O)([O-])[O-].[K+].[K+]. The catalyst is ClCCCl. The product is [C:11]([C:6]1[CH:7]=[CH:8][CH:9]=[C:4]([CH:1]([CH3:3])[CH3:2])[N:5]=1)#[N:12]. The yield is 0.740. (2) The reactants are [CH3:1][CH2:2][CH3:3].[Br:4][Br:5]. No catalyst specified. The product is [Br:4][Br:5].[Br:4][CH:2]([CH3:3])[CH3:1].[Br:4][CH2:1][CH2:2][CH3:3]. The yield is 1.00. (3) The reactants are CS(O[CH2:6][CH2:7][C:8]1[O:9][C:10]2[CH:16]=[CH:15][C:14]([C:17]3[C:18]([CH3:23])=[N:19][O:20][C:21]=3[CH3:22])=[CH:13][C:11]=2[CH:12]=1)(=O)=O.[CH3:24][C@@H:25]1[CH2:29][CH2:28][CH2:27][NH:26]1.C1(C)C=CC=CC=1.[OH-].[Na+]. The catalyst is C(#N)C.[Cl-].[Na+].O. The product is [CH3:23][C:18]1[C:17]([C:14]2[CH:15]=[CH:16][C:10]3[O:9][C:8]([CH2:7][CH2:6][N:26]4[CH2:27][CH2:28][CH2:29][C@H:25]4[CH3:24])=[CH:12][C:11]=3[CH:13]=2)=[C:21]([CH3:22])[O:20][N:19]=1. The yield is 0.690.